From a dataset of Peptide-MHC class I binding affinity with 185,985 pairs from IEDB/IMGT. Regression. Given a peptide amino acid sequence and an MHC pseudo amino acid sequence, predict their binding affinity value. This is MHC class I binding data. (1) The peptide sequence is SLFYTVATL. The MHC is HLA-A02:06 with pseudo-sequence HLA-A02:06. The binding affinity (normalized) is 0.0928. (2) The peptide sequence is GHFPLQHAL. The MHC is HLA-B57:01 with pseudo-sequence HLA-B57:01. The binding affinity (normalized) is 0.0847. (3) The peptide sequence is EFHNLPPNSA. The MHC is Patr-A0701 with pseudo-sequence Patr-A0701. The binding affinity (normalized) is 0.00231. (4) The peptide sequence is MEQRVMATL. The MHC is HLA-A03:01 with pseudo-sequence HLA-A03:01. The binding affinity (normalized) is 0.213.